From a dataset of TCR-epitope binding with 47,182 pairs between 192 epitopes and 23,139 TCRs. Binary Classification. Given a T-cell receptor sequence (or CDR3 region) and an epitope sequence, predict whether binding occurs between them. (1) The epitope is KMQRMLLEK. The TCR CDR3 sequence is CASSLIGVGEFTDTQYF. Result: 0 (the TCR does not bind to the epitope). (2) The epitope is YVFCTVNAL. The TCR CDR3 sequence is CASSQDRNRRVSPLHF. Result: 0 (the TCR does not bind to the epitope). (3) The epitope is SEPVLKGVKL. The TCR CDR3 sequence is CASSLDLFSGNTIYF. Result: 0 (the TCR does not bind to the epitope). (4) The epitope is GLNKIVRMY. The TCR CDR3 sequence is CASSEVVWGAEQYF. Result: 0 (the TCR does not bind to the epitope). (5) The epitope is FLASKIGRLV. The TCR CDR3 sequence is CASSSERAGANVLTF. Result: 0 (the TCR does not bind to the epitope). (6) The epitope is ISDYDYYRY. The TCR CDR3 sequence is CSVDADHNTGELFF. Result: 0 (the TCR does not bind to the epitope). (7) The TCR CDR3 sequence is CASSISPLHF. Result: 0 (the TCR does not bind to the epitope). The epitope is YLDAYNMMI. (8) The epitope is VVYRGTTTY. The TCR CDR3 sequence is CATLVRDNEQFF. Result: 1 (the TCR binds to the epitope). (9) The epitope is KPLEFGATSAAL. Result: 1 (the TCR binds to the epitope). The TCR CDR3 sequence is CASSLEVGESGEAFF. (10) Result: 0 (the TCR does not bind to the epitope). The epitope is YEGNSPFHPL. The TCR CDR3 sequence is CASSQGEGGTTDTQYF.